This data is from NCI-60 drug combinations with 297,098 pairs across 59 cell lines. The task is: Regression. Given two drug SMILES strings and cell line genomic features, predict the synergy score measuring deviation from expected non-interaction effect. (1) Drug 1: CN(C)N=NC1=C(NC=N1)C(=O)N. Drug 2: CC1CCC2CC(C(=CC=CC=CC(CC(C(=O)C(C(C(=CC(C(=O)CC(OC(=O)C3CCCCN3C(=O)C(=O)C1(O2)O)C(C)CC4CCC(C(C4)OC)OCCO)C)C)O)OC)C)C)C)OC. Cell line: NCI-H460. Synergy scores: CSS=23.8, Synergy_ZIP=-2.60, Synergy_Bliss=-0.439, Synergy_Loewe=6.96, Synergy_HSA=1.56. (2) Drug 1: CC(C)(C#N)C1=CC(=CC(=C1)CN2C=NC=N2)C(C)(C)C#N. Drug 2: C1CN(CCN1C(=O)CCBr)C(=O)CCBr. Cell line: SK-MEL-28. Synergy scores: CSS=-0.271, Synergy_ZIP=-2.50, Synergy_Bliss=-1.76, Synergy_Loewe=-2.29, Synergy_HSA=-3.57. (3) Drug 1: CCN(CC)CCNC(=O)C1=C(NC(=C1C)C=C2C3=C(C=CC(=C3)F)NC2=O)C. Drug 2: CC1C(C(CC(O1)OC2CC(CC3=C2C(=C4C(=C3O)C(=O)C5=CC=CC=C5C4=O)O)(C(=O)C)O)N)O. Cell line: MOLT-4. Synergy scores: CSS=43.2, Synergy_ZIP=3.05, Synergy_Bliss=1.93, Synergy_Loewe=-3.47, Synergy_HSA=1.31.